Dataset: Forward reaction prediction with 1.9M reactions from USPTO patents (1976-2016). Task: Predict the product of the given reaction. (1) Given the reactants Br[C:2](Cl)(Cl)[C:3]([Br:6])(Cl)Cl.C1(P(C2C=CC=CC=2)C2C=CC=CC=2)C=CC=CC=1.[F:28][C:29]([F:44])([F:43])[C:30]1[CH:31]=[C:32]([C@@H](O)C)[CH:33]=[C:34]([C:36]([F:39])([F:38])[F:37])[CH:35]=1.CCCCCC, predict the reaction product. The product is: [Br:6][C@@H:3]([C:32]1[CH:33]=[C:34]([C:36]([F:39])([F:37])[F:38])[CH:35]=[C:30]([C:29]([F:28])([F:44])[F:43])[CH:31]=1)[CH3:2]. (2) Given the reactants [O:1]1[C:5]2[CH:6]=[CH:7][CH:8]=[CH:9][C:4]=2[CH:3]=[C:2]1B(O)O.Br[C:14]1[CH:15]=[CH:16][C:17]([C:20]([NH2:22])=[O:21])=[N:18][CH:19]=1.C([O-])([O-])=O.[K+].[K+], predict the reaction product. The product is: [O:1]1[C:5]2[CH:6]=[CH:7][CH:8]=[CH:9][C:4]=2[CH:3]=[C:2]1[C:14]1[CH:15]=[CH:16][C:17]([C:20]([NH2:22])=[O:21])=[N:18][CH:19]=1. (3) Given the reactants P([O-])([O-])([O-])=O.O1CCCC1.C(#N)C.[N+](C1C=CC(COC(C2N3[C@H](SC=2)C([CH:33]([O:42]C(=O)C)[C:34]2[CH:41]=[C:37]4[S:38][CH2:39][CH2:40][N:36]4[N:35]=2)(Br)C3=O)=O)=CC=1)([O-])=O, predict the reaction product. The product is: [S:38]1[CH2:39][CH2:40][N:36]2[N:35]=[C:34]([CH:33]=[O:42])[CH:41]=[C:37]12. (4) Given the reactants Cl[C:2]1[CH:3]=[CH:4][C:5]2[C:11](=[O:12])[NH:10][C:9]3[CH:13]=[C:14]([C:17]([O:19][CH3:20])=[O:18])[CH:15]=[CH:16][C:8]=3[NH:7][C:6]=2[CH:21]=1.[CH3:22][O:23][C:24]1[CH:29]=[C:28](B2OC(C)(C)C(C)(C)O2)[CH:27]=[CH:26][C:25]=1[OH:39].[F-].[Cs+], predict the reaction product. The product is: [OH:39][C:25]1[CH:26]=[CH:27][C:28]([C:2]2[CH:3]=[CH:4][C:5]3[C:11](=[O:12])[NH:10][C:9]4[CH:13]=[C:14]([C:17]([O:19][CH3:20])=[O:18])[CH:15]=[CH:16][C:8]=4[NH:7][C:6]=3[CH:21]=2)=[CH:29][C:24]=1[O:23][CH3:22]. (5) Given the reactants [CH3:1][O:2][C:3]1[CH:30]=[CH:29][C:6]([CH2:7][N:8]2[C:12]3[N:13]=[C:14]4[CH2:21][NH:20][CH2:19][CH2:18][N:15]4[C:16](=[O:17])[C:11]=3[C:10]([NH:22][C:23]3[CH:28]=[CH:27][CH:26]=[CH:25][CH:24]=3)=[N:9]2)=[CH:5][CH:4]=1.C=O.[C:33](O[BH-](OC(=O)C)OC(=O)C)(=O)C.[Na+], predict the reaction product. The product is: [CH3:1][O:2][C:3]1[CH:4]=[CH:5][C:6]([CH2:7][N:8]2[C:12]3[N:13]=[C:14]4[CH2:21][N:20]([CH3:33])[CH2:19][CH2:18][N:15]4[C:16](=[O:17])[C:11]=3[C:10]([NH:22][C:23]3[CH:28]=[CH:27][CH:26]=[CH:25][CH:24]=3)=[N:9]2)=[CH:29][CH:30]=1. (6) Given the reactants Br[C:2]1[N:6]2[CH2:7][CH2:8][N:9]([C:11]([C:13]3[CH:18]=[CH:17][CH:16]=[C:15]([C:19]([F:22])([F:21])[F:20])[C:14]=3[Cl:23])=[O:12])[CH2:10][C:5]2=[N:4][CH:3]=1.C([Sn](CCCC)(CCCC)[C:29]1[N:30]=[CH:31][S:32][CH:33]=1)CCC, predict the reaction product. The product is: [Cl:23][C:14]1[C:15]([C:19]([F:22])([F:21])[F:20])=[CH:16][CH:17]=[CH:18][C:13]=1[C:11]([N:9]1[CH2:8][CH2:7][N:6]2[C:2]([C:29]3[N:30]=[CH:31][S:32][CH:33]=3)=[CH:3][N:4]=[C:5]2[CH2:10]1)=[O:12].